From a dataset of Peptide-MHC class II binding affinity with 134,281 pairs from IEDB. Regression. Given a peptide amino acid sequence and an MHC pseudo amino acid sequence, predict their binding affinity value. This is MHC class II binding data. The peptide sequence is AAATAGTNVYGAFAA. The MHC is HLA-DPA10103-DPB10401 with pseudo-sequence HLA-DPA10103-DPB10401. The binding affinity (normalized) is 0.0298.